Task: Regression. Given a peptide amino acid sequence and an MHC pseudo amino acid sequence, predict their binding affinity value. This is MHC class I binding data.. Dataset: Peptide-MHC class I binding affinity with 185,985 pairs from IEDB/IMGT The peptide sequence is EGFDPRALI. The MHC is HLA-A30:02 with pseudo-sequence HLA-A30:02. The binding affinity (normalized) is 0.213.